Dataset: Forward reaction prediction with 1.9M reactions from USPTO patents (1976-2016). Task: Predict the product of the given reaction. (1) Given the reactants [Cl:1][C:2]1[CH:3]=[CH:4][C:5]2[NH:10][C:9](=[O:11])[O:8][C:7]([CH2:16]O)([C:12]([F:15])([F:14])[F:13])[C:6]=2[CH:18]=1.CC1C=CC=C(C)N=1.FC(F)(F)S(OS(C(F)(F)F)(=O)=O)(=O)=O.C(=O)([O-])O.[Na+].[N-:47]=[N+:48]=[N-:49].[Na+], predict the reaction product. The product is: [N:47]([CH2:16][C:7]1([C:12]([F:15])([F:14])[F:13])[C:6]2[CH:18]=[C:2]([Cl:1])[CH:3]=[CH:4][C:5]=2[NH:10][C:9](=[O:11])[O:8]1)=[N+:48]=[N-:49]. (2) The product is: [Br:1][CH2:2][CH2:3][N:9]1[C:5](=[O:15])[C:6]2[C:7](=[CH:11][CH:12]=[CH:13][CH:14]=2)[C:8]1=[O:10]. Given the reactants [Br:1][CH2:2][CH2:3]Br.[C:5]1(=[O:15])[NH:9][C:8](=[O:10])[C:7]2=[CH:11][CH:12]=[CH:13][CH:14]=[C:6]12.[K], predict the reaction product. (3) Given the reactants [CH2:1]([C:3]1[N:4]([C:28]2[CH:33]=[CH:32][C:31]([C:34]([OH:37])([CH3:36])[CH3:35])=[CH:30][CH:29]=2)[C:5](=[O:27])[C:6]([CH2:12][C:13]2[CH:18]=[CH:17][C:16]([C:19]3[C:20]([C:25]#[N:26])=[CH:21][CH:22]=[CH:23][CH:24]=3)=[CH:15][CH:14]=2)=[C:7]([CH2:9][CH2:10][CH3:11])[N:8]=1)[CH3:2].[H-].[Na+].[CH3:40]I, predict the reaction product. The product is: [CH2:1]([C:3]1[N:4]([C:28]2[CH:33]=[CH:32][C:31]([C:34]([O:37][CH3:40])([CH3:35])[CH3:36])=[CH:30][CH:29]=2)[C:5](=[O:27])[C:6]([CH2:12][C:13]2[CH:14]=[CH:15][C:16]([C:19]3[C:20]([C:25]#[N:26])=[CH:21][CH:22]=[CH:23][CH:24]=3)=[CH:17][CH:18]=2)=[C:7]([CH2:9][CH2:10][CH3:11])[N:8]=1)[CH3:2]. (4) Given the reactants [Cl:1][C:2]1[C:7]([CH3:8])=[CH:6][N+:5]([O-])=[C:4]([CH3:10])[C:3]=1[CH3:11].[Cl-].[Li+].CS(Cl)(=O)=O.C(=O)([O-])O.[Na+].[SH:24][C:25]1[NH:26][C:27]2[CH:33]=[CH:32][CH:31]=[CH:30][C:28]=2[N:29]=1.C(N(CC)CC)C, predict the reaction product. The product is: [Cl:1][C:2]1[C:7]([CH3:8])=[CH:6][N:5]=[C:4]([CH2:10][S:24][C:25]2[NH:29][C:28]3[CH:30]=[CH:31][CH:32]=[CH:33][C:27]=3[N:26]=2)[C:3]=1[CH3:11].